Dataset: NCI-60 drug combinations with 297,098 pairs across 59 cell lines. Task: Regression. Given two drug SMILES strings and cell line genomic features, predict the synergy score measuring deviation from expected non-interaction effect. (1) Drug 1: CC1OCC2C(O1)C(C(C(O2)OC3C4COC(=O)C4C(C5=CC6=C(C=C35)OCO6)C7=CC(=C(C(=C7)OC)O)OC)O)O. Drug 2: C1CCC(CC1)NC(=O)N(CCCl)N=O. Cell line: NCI-H322M. Synergy scores: CSS=6.51, Synergy_ZIP=-2.72, Synergy_Bliss=-1.18, Synergy_Loewe=-3.28, Synergy_HSA=-1.02. (2) Drug 1: CC1=C(C=C(C=C1)NC(=O)C2=CC=C(C=C2)CN3CCN(CC3)C)NC4=NC=CC(=N4)C5=CN=CC=C5. Drug 2: CN(CCCl)CCCl.Cl. Cell line: ACHN. Synergy scores: CSS=15.6, Synergy_ZIP=-0.394, Synergy_Bliss=-0.331, Synergy_Loewe=-26.2, Synergy_HSA=-0.319. (3) Drug 1: C1=NNC2=C1C(=O)NC=N2. Drug 2: CC12CCC3C(C1CCC2OP(=O)(O)O)CCC4=C3C=CC(=C4)OC(=O)N(CCCl)CCCl.[Na+]. Cell line: SNB-19. Synergy scores: CSS=15.4, Synergy_ZIP=-1.55, Synergy_Bliss=1.10, Synergy_Loewe=0.635, Synergy_HSA=0.849. (4) Drug 1: C1CCN(CC1)CCOC2=CC=C(C=C2)C(=O)C3=C(SC4=C3C=CC(=C4)O)C5=CC=C(C=C5)O. Drug 2: C1CN(P(=O)(OC1)NCCCl)CCCl. Cell line: KM12. Synergy scores: CSS=-6.12, Synergy_ZIP=3.32, Synergy_Bliss=4.19, Synergy_Loewe=-1.99, Synergy_HSA=-1.79. (5) Drug 1: CC1CCC2CC(C(=CC=CC=CC(CC(C(=O)C(C(C(=CC(C(=O)CC(OC(=O)C3CCCCN3C(=O)C(=O)C1(O2)O)C(C)CC4CCC(C(C4)OC)O)C)C)O)OC)C)C)C)OC. Drug 2: CS(=O)(=O)OCCCCOS(=O)(=O)C. Cell line: OVCAR-5. Synergy scores: CSS=22.1, Synergy_ZIP=-9.85, Synergy_Bliss=-6.43, Synergy_Loewe=-1.94, Synergy_HSA=-1.39. (6) Drug 1: CS(=O)(=O)C1=CC(=C(C=C1)C(=O)NC2=CC(=C(C=C2)Cl)C3=CC=CC=N3)Cl. Drug 2: CC12CCC(CC1=CCC3C2CCC4(C3CC=C4C5=CN=CC=C5)C)O. Cell line: NCI/ADR-RES. Synergy scores: CSS=10.0, Synergy_ZIP=-3.67, Synergy_Bliss=-0.230, Synergy_Loewe=-1.73, Synergy_HSA=0.504. (7) Drug 1: CC1=C(C(CCC1)(C)C)C=CC(=CC=CC(=CC(=O)O)C)C. Drug 2: C1CN(CCN1C(=O)CCBr)C(=O)CCBr. Cell line: SK-MEL-28. Synergy scores: CSS=12.5, Synergy_ZIP=-3.45, Synergy_Bliss=-2.90, Synergy_Loewe=-2.48, Synergy_HSA=-2.35. (8) Drug 1: CC1=C2C(C(=O)C3(C(CC4C(C3C(C(C2(C)C)(CC1OC(=O)C(C(C5=CC=CC=C5)NC(=O)OC(C)(C)C)O)O)OC(=O)C6=CC=CC=C6)(CO4)OC(=O)C)OC)C)OC. Drug 2: C(CN)CNCCSP(=O)(O)O. Cell line: NCI-H522. Synergy scores: CSS=56.7, Synergy_ZIP=9.65, Synergy_Bliss=6.27, Synergy_Loewe=-46.5, Synergy_HSA=6.58. (9) Drug 1: CN1C(=O)N2C=NC(=C2N=N1)C(=O)N. Drug 2: C1CN1C2=NC(=NC(=N2)N3CC3)N4CC4. Cell line: CAKI-1. Synergy scores: CSS=51.0, Synergy_ZIP=-4.12, Synergy_Bliss=-3.75, Synergy_Loewe=-27.7, Synergy_HSA=-0.718. (10) Drug 1: CN1C(=O)N2C=NC(=C2N=N1)C(=O)N. Drug 2: CC12CCC3C(C1CCC2OP(=O)(O)O)CCC4=C3C=CC(=C4)OC(=O)N(CCCl)CCCl.[Na+]. Cell line: 786-0. Synergy scores: CSS=1.83, Synergy_ZIP=0.871, Synergy_Bliss=1.51, Synergy_Loewe=-0.509, Synergy_HSA=-1.10.